Dataset: Reaction yield outcomes from USPTO patents with 853,638 reactions. Task: Predict the reaction yield, written as a fraction of the theoretical maximum amount of product (1.0 means a 100% yield; for example, 0.34 means a 34% yield). (1) The reactants are [CH3:1][S:2][C:3]1[O:4][C:5]2[CH:11]=[CH:10][CH:9]=[CH:8][C:6]=2[N:7]=1.ClC1C=CC=C(C(OO)=[O:20])C=1.C([O-])(O)=O.[Na+]. The catalyst is C(Cl)Cl. The product is [CH3:1][S:2]([C:3]1[O:4][C:5]2[CH:11]=[CH:10][CH:9]=[CH:8][C:6]=2[N:7]=1)=[O:20]. The yield is 1.00. (2) The reactants are CCOC(/N=N/C(OCC)=O)=O.[CH3:13][O:14][C:15](=[O:35])[C@H:16]([CH2:25][C:26]1[CH:31]=[C:30]([I:32])[C:29]([OH:33])=[C:28]([I:34])[CH:27]=1)[NH:17][C:18]([O:20][C:21]([CH3:24])([CH3:23])[CH3:22])=[O:19].[Br:36][CH2:37][CH2:38][CH2:39]O.C1(P(C2C=CC=CC=2)C2C=CC=CC=2)C=CC=CC=1. The catalyst is O1CCCC1. The product is [CH3:13][O:14][C:15](=[O:35])[C@H:16]([CH2:25][C:26]1[CH:31]=[C:30]([I:32])[C:29]([O:33][CH2:39][CH2:38][CH2:37][Br:36])=[C:28]([I:34])[CH:27]=1)[NH:17][C:18]([O:20][C:21]([CH3:24])([CH3:22])[CH3:23])=[O:19]. The yield is 0.430. (3) The reactants are [Br:1][C:2]1[CH:3]=[C:4]([C:14]([O:16]C)=[O:15])[C:5]2[CH:6]=[CH:7][N:8]([CH:11]([CH3:13])[CH3:12])[C:9]=2[CH:10]=1.[OH-].[Na+].Cl. The catalyst is CO.O1CCCC1.O. The product is [Br:1][C:2]1[CH:3]=[C:4]([C:14]([OH:16])=[O:15])[C:5]2[CH:6]=[CH:7][N:8]([CH:11]([CH3:13])[CH3:12])[C:9]=2[CH:10]=1. The yield is 0.990. (4) The yield is 0.430. The reactants are [CH:1]([C:3]1[S:7][C:6]([CH3:8])=[C:5]([NH:9][C:10](=[O:19])[O:11][CH2:12][C:13]2[CH:18]=[CH:17][CH:16]=[CH:15][CH:14]=2)[CH:4]=1)=O.[H-].[Na+].CI.O.CN(C)[CH:27]=[O:28]. The product is [CH:27]([C:6]1[S:7][C:3]([CH3:1])=[C:4]([CH2:5][NH:9][C:10](=[O:19])[O:11][CH2:12][C:13]2[CH:14]=[CH:15][CH:16]=[CH:17][CH:18]=2)[CH:8]=1)=[O:28]. No catalyst specified.